This data is from Full USPTO retrosynthesis dataset with 1.9M reactions from patents (1976-2016). The task is: Predict the reactants needed to synthesize the given product. (1) Given the product [CH3:1][C:2]1[CH:3]=[C:4]([N:9]2[C:13](=[O:14])[C:12](=[C:15]([NH:33][NH:32][C:30](=[O:31])[C:29]3[CH:28]=[CH:27][C:26]([C:24]([O:23][CH3:22])=[O:25])=[CH:35][CH:34]=3)[CH3:16])[C:11]([C:18]([F:19])([F:20])[F:21])=[N:10]2)[CH:5]=[CH:6][C:7]=1[CH3:8], predict the reactants needed to synthesize it. The reactants are: [CH3:1][C:2]1[CH:3]=[C:4]([N:9]2[C:13]([OH:14])=[C:12]([C:15](=O)[CH3:16])[C:11]([C:18]([F:21])([F:20])[F:19])=[N:10]2)[CH:5]=[CH:6][C:7]=1[CH3:8].[CH3:22][O:23][C:24]([C:26]1[CH:35]=[CH:34][C:29]([C:30]([NH:32][NH2:33])=[O:31])=[CH:28][CH:27]=1)=[O:25]. (2) Given the product [O:11]=[CH:10][C@@H:8]([C@H:6]([C@@H:4]([C@@H:2]([CH2:1][OH:12])[OH:3])[OH:5])[OH:7])[OH:9], predict the reactants needed to synthesize it. The reactants are: [C@H:1]1([O:12][C@@H]2[C@@H](CO)O[C@H](OCC=C)[C@H](NC(=O)C)[C@H]2O)[O:9][C@H:8]([CH2:10][OH:11])[C@@H:6]([OH:7])[C@H:4]([OH:5])[C@H:2]1[OH:3].OCC([C@H]([C@@H]([C@@H](CO)O)O)O)=O. (3) Given the product [CH3:21][C:19]1([CH3:20])[C@@H:16]2[CH2:17][CH2:18][C@@:13]1([CH2:12][S:9][S:9][CH2:12][C:13]13[C:19]([CH3:20])([CH3:21])[CH:16]([CH2:17][CH2:18]1)[CH2:15][CH:14]3[N:22]1[CH2:36][CH2:37][O:38][CH2:39][CH2:23]1)[C@H:14]([N:22]1[CH2:27][CH2:26][O:25][CH2:24][CH2:23]1)[CH2:15]2, predict the reactants needed to synthesize it. The reactants are: C(N[S:9]([CH2:12][C@:13]12[C:19]([CH3:21])([CH3:20])[C@H:16]([CH2:17][CH2:18]1)[CH2:15][C@H:14]2[N:22]1[CH2:27][CH2:26][O:25][CH2:24][CH2:23]1)(=O)=O)C1C=CC=CC=1.[H-].[CH3:39][O:38][CH2:37][CH2:36]O[Al+]O[CH2:36][CH2:37][O:38][CH3:39].[Na+].[H-].[OH-].[Na+].[O-]S([O-])(=O)=O.[Na+].[Na+]. (4) Given the product [CH3:31][N:3]1[C:11]2[C:6](=[CH:7][C:8]([C@@H:12]([C:14]3[N:18]4[N:19]=[C:20]([C:23]5[CH:24]=[N:25][N:26]([CH3:28])[CH:27]=5)[CH:21]=[CH:22][C:17]4=[N:16][CH:15]=3)[CH3:13])=[CH:9][CH:10]=2)[CH:5]=[N:4]1, predict the reactants needed to synthesize it. The reactants are: [H-].[Na+].[N:3]1[NH:4][CH:5]=[C:6]2[C:11]=1[CH:10]=[CH:9][C:8]([C@@H:12]([C:14]1[N:18]3[N:19]=[C:20]([C:23]4[CH:24]=[N:25][N:26]([CH3:28])[CH:27]=4)[CH:21]=[CH:22][C:17]3=[N:16][CH:15]=1)[CH3:13])=[CH:7]2.CI.[CH2:31](Cl)Cl. (5) Given the product [CH:6]1([C@@H:5]([CH2:4][N+:1]([O-:3])=[O:2])[C:18]([C:13]2[CH:14]=[CH:15][CH:16]=[CH:17][N:12]=2)=[O:19])[CH2:11][CH2:10][CH2:9][CH2:8][CH2:7]1, predict the reactants needed to synthesize it. The reactants are: [N+:1](/[CH:4]=[CH:5]/[CH:6]1[CH2:11][CH2:10][CH2:9][CH2:8][CH2:7]1)([O-:3])=[O:2].[N:12]1[CH:17]=[CH:16][CH:15]=[CH:14][C:13]=1[CH:18]=[O:19].CCOCC.[Na+].[Cl-]. (6) Given the product [Br:1][C:2]1[CH:7]=[CH:6][C:5]2[N:8]([CH2:9][CH3:10])[C:15]([C:16]3[C:17]([NH2:18])=[N:19][O:20][N:21]=3)=[N:14][C:13]=2[CH:12]=1, predict the reactants needed to synthesize it. The reactants are: [Br:1][C:2]1C=C(N)[C:5]([NH:8][CH2:9][CH3:10])=[CH:6][CH:7]=1.[CH3:12][C:13]1[N:14]=[C:15](O)[C:16]2[C:17](=[N:19][O:20][N:21]=2)[N:18]=1. (7) Given the product [OH:56][CH2:55][C:51]1[CH:50]=[C:49]([C:46]2[CH:47]=[CH:48][C:43]([CH2:42][NH:41][C:32]3[N:31]([C:40]4[N:39]=[CH:38][N:37]=[C:35]([NH2:36])[C:34]=4[N:33]=3)[C@@H:10]3[O:11][C@H:12]([CH2:22][OH:23])[C@@H:13]([OH:14])[C@H:9]3[OH:8])=[CH:44][CH:45]=2)[CH:54]=[CH:53][CH:52]=1, predict the reactants needed to synthesize it. The reactants are: [Si]([O:8][C@@H:9]1[C@H:13]([O:14][Si](C(C)(C)C)(C)C)[C@@H:12]([CH2:22][O:23][Si](C(C)(C)C)(C)C)[O:11][C@H:10]1[N:31]1[C:40]2[N:39]=[CH:38][N:37]=[C:35]([NH2:36])[C:34]=2[N:33]=[C:32]1[NH:41][CH2:42][C:43]1[CH:48]=[CH:47][C:46]([C:49]2[CH:54]=[CH:53][CH:52]=[C:51]([C:55](OC)=[O:56])[CH:50]=2)=[CH:45][CH:44]=1)(C(C)(C)C)(C)C.[Li].C(OCC)(=O)C.S(=O)(=O)(O)O. (8) Given the product [Cl:38][C:37]1[C:27]([N:11]2[CH2:12][CH2:13][N:14]([C:15]([NH:17][S:18]([C:21]3[CH:26]=[CH:25][CH:24]=[CH:23][CH:22]=3)(=[O:20])=[O:19])=[O:16])[CH:9]([CH2:8][CH2:7][C:6]([OH:39])=[O:5])[CH2:10]2)=[N:28][CH:29]=[C:30]([C:31]([O:33][CH2:34][CH3:35])=[O:32])[CH:36]=1, predict the reactants needed to synthesize it. The reactants are: C([O:5][C:6](=[O:39])[CH2:7][CH2:8][CH:9]1[N:14]([C:15]([NH:17][S:18]([C:21]2[CH:26]=[CH:25][CH:24]=[CH:23][CH:22]=2)(=[O:20])=[O:19])=[O:16])[CH2:13][CH2:12][N:11]([C:27]2[C:37]([Cl:38])=[CH:36][C:30]([C:31]([O:33][CH2:34][CH3:35])=[O:32])=[CH:29][N:28]=2)[CH2:10]1)(C)(C)C.FC(F)(F)C(O)=O. (9) Given the product [CH:27]([NH:30][C:2]1[CH:3]=[N:4][CH:5]=[CH:6][C:7]=1[C:8]1[O:9][C:10]2[CH:16]=[CH:15][C:14]([C:17]([F:20])([F:19])[F:18])=[CH:13][C:11]=2[N:12]=1)([CH3:29])[CH3:28], predict the reactants needed to synthesize it. The reactants are: F[C:2]1[CH:3]=[N:4][CH:5]=[CH:6][C:7]=1[C:8]1[O:9][C:10]2[CH:16]=[CH:15][C:14]([C:17]([F:20])([F:19])[F:18])=[CH:13][C:11]=2[N:12]=1.C(=O)([O-])[O-].[K+].[K+].[CH:27]([NH2:30])([CH3:29])[CH3:28].CN(C=O)C. (10) Given the product [CH2:24]([O:23][C:15]1[CH:14]=[C:13]([C:11]2[CH:10]=[C:9]([C:26]([F:29])([F:28])[F:27])[N:8]=[C:7]([N:5]3[CH:6]=[C:2]([C:34]4[CH:35]=[CH:36][C:31]([NH2:30])=[N:32][CH:33]=4)[N:3]=[CH:4]3)[N:12]=2)[CH:18]=[CH:17][C:16]=1[C:19]([F:22])([F:21])[F:20])[CH3:25], predict the reactants needed to synthesize it. The reactants are: Br[C:2]1[N:3]=[CH:4][N:5]([C:7]2[N:12]=[C:11]([C:13]3[CH:18]=[CH:17][C:16]([C:19]([F:22])([F:21])[F:20])=[C:15]([O:23][CH2:24][CH3:25])[CH:14]=3)[CH:10]=[C:9]([C:26]([F:29])([F:28])[F:27])[N:8]=2)[CH:6]=1.[NH2:30][C:31]1[CH:36]=[CH:35][C:34](B2OC(C)(C)C(C)(C)O2)=[CH:33][N:32]=1.